From a dataset of Catalyst prediction with 721,799 reactions and 888 catalyst types from USPTO. Predict which catalyst facilitates the given reaction. (1) Reactant: [OH:1][C:2]1[C:9]([CH3:10])=[C:8]([CH3:11])[C:5]([CH:6]=[O:7])=[C:4]([CH3:12])[C:3]=1[CH3:13].[H-].[Na+].[Cl:16][C:17]1[CH:24]=[C:23]([Cl:25])[CH:22]=[CH:21][C:18]=1[CH2:19]Cl.Cl. Product: [Cl:16][C:17]1[CH:24]=[C:23]([Cl:25])[CH:22]=[CH:21][C:18]=1[CH2:19][O:1][C:2]1[C:3]([CH3:13])=[C:4]([CH3:12])[C:5]([CH:6]=[O:7])=[C:8]([CH3:11])[C:9]=1[CH3:10]. The catalyst class is: 9. (2) Reactant: [CH:1]12[CH2:7][CH:4]([CH2:5][CH2:6]1)[CH:3]([C:8]([O:10][CH2:11][CH3:12])=[O:9])[NH:2]2.C(N(CC)CC)C.[CH3:20][O:21][C:22]1[CH:29]=[CH:28][C:25]([CH2:26]Cl)=[CH:24][CH:23]=1.O. Product: [CH3:20][O:21][C:22]1[CH:29]=[CH:28][C:25]([CH2:26][N:2]2[CH:3]([C:8]([O:10][CH2:11][CH3:12])=[O:9])[CH:4]3[CH2:7][CH:1]2[CH2:6][CH2:5]3)=[CH:24][CH:23]=1. The catalyst class is: 22. (3) Reactant: [CH3:1][C:2]1([CH3:14])[C:6]([CH3:8])([CH3:7])[O:5][B:4]([C:9]2[CH:10]=[N:11][NH:12][CH:13]=2)[O:3]1.[C:15]([O:19][C:20]([N:22]1[CH2:27][CH2:26][CH:25](OS(C)(=O)=O)[CH2:24][CH2:23]1)=[O:21])([CH3:18])([CH3:17])[CH3:16].C(=O)([O-])[O-].[Cs+].[Cs+]. Product: [C:15]([O:19][C:20]([N:22]1[CH2:27][CH2:26][CH:25]([N:12]2[CH:13]=[C:9]([B:4]3[O:5][C:6]([CH3:7])([CH3:8])[C:2]([CH3:14])([CH3:1])[O:3]3)[CH:10]=[N:11]2)[CH2:24][CH2:23]1)=[O:21])([CH3:18])([CH3:16])[CH3:17]. The catalyst class is: 3. (4) Reactant: Cl.[CH3:2][C:3]1[CH:8]=[CH:7][CH:6]=[CH:5][C:4]=1[NH:9][NH2:10].N[C:12]([C:16]([F:19])([F:18])[F:17])=[CH:13][C:14]#[N:15].[OH-].[Na+]. Product: [CH3:2][C:3]1[CH:8]=[CH:7][CH:6]=[CH:5][C:4]=1[N:9]1[C:14]([NH2:15])=[CH:13][C:12]([C:16]([F:19])([F:18])[F:17])=[N:10]1. The catalyst class is: 33.